This data is from Forward reaction prediction with 1.9M reactions from USPTO patents (1976-2016). The task is: Predict the product of the given reaction. (1) Given the reactants C[O:2][C:3](=[O:27])[C:4]1[CH:9]=[C:8]([CH2:10][O:11][CH3:12])[CH:7]=[C:6]([N:13]([CH2:24][CH:25]=[CH2:26])[C:14]([O:16][CH2:17][C:18]2[CH:23]=[CH:22][CH:21]=[CH:20][CH:19]=2)=[O:15])[CH:5]=1, predict the reaction product. The product is: [CH2:24]([N:13]([C:14]([O:16][CH2:17][C:18]1[CH:23]=[CH:22][CH:21]=[CH:20][CH:19]=1)=[O:15])[C:6]1[CH:5]=[C:4]([CH:9]=[C:8]([CH2:10][O:11][CH3:12])[CH:7]=1)[C:3]([OH:27])=[O:2])[CH:25]=[CH2:26]. (2) The product is: [CH:33]1([CH2:32][O:31][NH:30][C:29]([C:16]2[C:17]([NH:20][C:21]3[CH:26]=[CH:25][C:24]([Br:27])=[CH:23][C:22]=3[Cl:28])=[C:18]([Cl:19])[C:13]3[N:14]([C:10]([CH2:9][NH:7][CH3:6])=[CH:11][N:12]=3)[CH:15]=2)=[O:36])[CH2:35][CH2:34]1. Given the reactants C(O[C:6](=O)[N:7]([CH2:9][C:10]1[N:14]2[CH:15]=[C:16]([C:29](=[O:36])[NH:30][O:31][CH2:32][CH:33]3[CH2:35][CH2:34]3)[C:17]([NH:20][C:21]3[CH:26]=[CH:25][C:24]([Br:27])=[CH:23][C:22]=3[Cl:28])=[C:18]([Cl:19])[C:13]2=[N:12][CH:11]=1)C)(C)(C)C.ClCCl.FC(F)(F)C(O)=O, predict the reaction product. (3) Given the reactants [CH:1]1([C:4]2[CH:5]=[CH:6][C:7]([C:15]([OH:17])=O)=[N:8][C:9]=2[O:10][CH2:11][CH:12]2[CH2:14][CH2:13]2)[CH2:3][CH2:2]1.Cl.[F:19][C:20]1([F:28])[CH2:24][NH:23][C@H:22]([C:25]([NH2:27])=[O:26])[CH2:21]1, predict the reaction product. The product is: [CH:1]1([C:4]2[CH:5]=[CH:6][C:7]([C:15]([N:23]3[CH2:24][C:20]([F:28])([F:19])[CH2:21][C@H:22]3[C:25]([NH2:27])=[O:26])=[O:17])=[N:8][C:9]=2[O:10][CH2:11][CH:12]2[CH2:13][CH2:14]2)[CH2:2][CH2:3]1. (4) Given the reactants F[C:2]1[C:3]([CH3:22])=[N:4][C:5]2[C:10]([N:11]=1)=[C:9]([C:12]1[NH:20][C:19]3[CH2:18][CH2:17][NH:16][C:15](=[O:21])[C:14]=3[CH:13]=1)[CH:8]=[CH:7][CH:6]=2.Cl.[CH3:24][C:25]1([NH2:28])[CH2:27][CH2:26]1.CCN(C(C)C)C(C)C, predict the reaction product. The product is: [CH3:22][C:3]1[C:2]([NH:28][C:25]2([CH3:24])[CH2:27][CH2:26]2)=[N:11][C:10]2[C:5](=[CH:6][CH:7]=[CH:8][C:9]=2[C:12]2[NH:20][C:19]3[CH2:18][CH2:17][NH:16][C:15](=[O:21])[C:14]=3[CH:13]=2)[N:4]=1. (5) Given the reactants [O:1]=[C:2]([CH2:9][CH2:10][CH3:11])[CH2:3][C:4]([O:6][CH2:7][CH3:8])=[O:5].[C:12]([O:16][CH3:17])(=[O:15])[CH:13]=[CH2:14], predict the reaction product. The product is: [CH3:17][O:16][C:12](=[O:15])[CH2:13][CH2:14][C:3]([C:4]([O:6][CH2:7][CH3:8])=[O:5])([C:2](=[O:1])[CH2:9][CH2:10][CH3:11])[CH2:2][CH2:3][C:4]([O:6][CH3:7])=[O:5]. (6) The product is: [I:1][C:6]1[CH:7]=[CH:8][C:3]([N:9]2[CH2:13][CH2:12][CH2:11][CH2:10]2)=[CH:4][CH:5]=1. Given the reactants [I:1]I.[C:3]1([N:9]2[CH2:13][CH2:12][CH2:11][CH2:10]2)[CH:8]=[CH:7][CH:6]=[CH:5][CH:4]=1.C(=O)(O)[O-].[Na+].S([O-])([O-])(=O)=S.[Na+].[Na+], predict the reaction product. (7) Given the reactants [Cl:1][C:2]1[CH:7]=[CH:6][C:5]([C:8]2[C:17]([N:18]([CH:20]([CH3:22])[CH3:21])[CH3:19])=[N:16][C:15]3[C:10](=[CH:11][CH:12]=[C:13]([C:23]([O:25]C)=[O:24])[CH:14]=3)[N:9]=2)=[CH:4][CH:3]=1.[OH-].[Na+], predict the reaction product. The product is: [Cl:1][C:2]1[CH:3]=[CH:4][C:5]([C:8]2[C:17]([N:18]([CH:20]([CH3:22])[CH3:21])[CH3:19])=[N:16][C:15]3[C:10](=[CH:11][CH:12]=[C:13]([C:23]([OH:25])=[O:24])[CH:14]=3)[N:9]=2)=[CH:6][CH:7]=1. (8) Given the reactants [F:1][C:2]1[CH:7]=[CH:6][C:5]([C:8]2([CH:12]3[C:21]4[C:16](=[CH:17][CH:18]=[C:19]([O:22][CH2:23][CH2:24][NH:25][S:26]([CH2:29][CH2:30][CH3:31])(=[O:28])=[O:27])[CH:20]=4)[CH2:15][CH2:14][NH:13]3)[CH2:11][CH2:10][CH2:9]2)=[CH:4][CH:3]=1.CS[C:34]([NH:46][C:47](=[O:56])[O:48][CH2:49][C:50]1[CH:55]=[CH:54][CH:53]=[CH:52][CH:51]=1)=[N:35][C:36](=[O:45])[O:37][CH2:38][C:39]1[CH:44]=[CH:43][CH:42]=[CH:41][CH:40]=1.C(N(CC)CC)C, predict the reaction product. The product is: [CH2:49]([O:48][C:47](=[O:56])[NH:46]/[C:34](/[N:13]1[CH2:14][CH2:15][C:16]2[C:21](=[CH:20][C:19]([O:22][CH2:23][CH2:24][NH:25][S:26]([CH2:29][CH2:30][CH3:31])(=[O:27])=[O:28])=[CH:18][CH:17]=2)[CH:12]1[C:8]1([C:5]2[CH:6]=[CH:7][C:2]([F:1])=[CH:3][CH:4]=2)[CH2:9][CH2:10][CH2:11]1)=[N:35]\[C:36](=[O:45])[O:37][CH2:38][C:39]1[CH:44]=[CH:43][CH:42]=[CH:41][CH:40]=1)[C:50]1[CH:51]=[CH:52][CH:53]=[CH:54][CH:55]=1. (9) Given the reactants [F:1][C:2]1[CH:30]=[C:29]([OH:31])[CH:28]=[CH:27][C:3]=1[CH2:4][C:5]1[C:6]([O:14][C@:15]2([O:24][C@H:23]([CH2:25][OH:26])[C@@H:21]([OH:22])[C@H:19]([OH:20])[C@H:17]2[OH:18])[OH:16])=[N:7][N:8]([CH:11]([CH3:13])[CH3:12])[C:9]=1[CH3:10].C(=O)([O-])[O-].[Cs+].[Cs+].[CH:38](I)([CH3:40])[CH3:39], predict the reaction product. The product is: [F:1][C:2]1[CH:30]=[C:29]([O:31][CH:38]([CH3:40])[CH3:39])[CH:28]=[CH:27][C:3]=1[CH2:4][C:5]1[C:6]([O:14][C@:15]2([O:24][C@H:23]([CH2:25][OH:26])[C@@H:21]([OH:22])[C@H:19]([OH:20])[C@H:17]2[OH:18])[OH:16])=[N:7][N:8]([CH:11]([CH3:13])[CH3:12])[C:9]=1[CH3:10]. (10) The product is: [CH3:36][O:25][N:3]([CH3:1])[C:12]([CH2:30][C:31]1[CH2:24][N:22]([CH3:23])[CH2:21][CH2:20][CH:19]=1)=[O:11]. Given the reactants [CH2:1]([N:3](CC)CC)C.Cl.CN[O:11][CH3:12].Cl.C(N=C=N[CH2:19][CH2:20][CH2:21][N:22]([CH3:24])[CH3:23])C.[OH2:25].ON1[C:31]2C=CC=C[C:30]=2N=N1.[CH:36](Cl)(Cl)Cl, predict the reaction product.